This data is from Forward reaction prediction with 1.9M reactions from USPTO patents (1976-2016). The task is: Predict the product of the given reaction. (1) Given the reactants [C:1]([C:3]1[C:4]([CH3:30])=[C:5]([C@@H:10]2[S:15](=[O:17])(=[O:16])[CH2:14][C@@H:13]3[CH2:18][N:19]([C:22]([O:24][C:25]([CH3:28])([CH3:27])[CH3:26])=[O:23])[CH2:20][CH2:21][N+:12]3([O-])[CH2:11]2)[CH:6]=[CH:7][C:8]=1[F:9])#[N:2].C1(P(C2C=CC=CC=2)C2C=CC=CC=2)C=CC=CC=1, predict the reaction product. The product is: [C:1]([C:3]1[C:4]([CH3:30])=[C:5]([C@@H:10]2[S:15](=[O:16])(=[O:17])[CH2:14][C@@H:13]3[CH2:18][N:19]([C:22]([O:24][C:25]([CH3:27])([CH3:26])[CH3:28])=[O:23])[CH2:20][CH2:21][N:12]3[CH2:11]2)[CH:6]=[CH:7][C:8]=1[F:9])#[N:2]. (2) Given the reactants [F:1][C:2]([F:26])([F:25])[C:3]1[CH:12]=[C:11]([C:13]([F:16])([F:15])[F:14])[C:10]2[C:5](=[C:6]3[CH:19]=[C:18]([C:20]([O:22][CH2:23]C)=O)[NH:17][C:7]3=[CH:8][CH:9]=2)[N:4]=1.[NH2:27][NH2:28].O.C1(C)C=CC(S(O)(=O)=O)=CC=1, predict the reaction product. The product is: [F:25][C:2]([F:26])([F:1])[C:3]1[CH:12]=[C:11]([C:13]([F:14])([F:15])[F:16])[C:10]2[C:5](=[C:6]3[CH:19]=[C:18]([C:20]4[O:22][CH:23]=[N:27][N:28]=4)[NH:17][C:7]3=[CH:8][CH:9]=2)[N:4]=1. (3) Given the reactants [NH:1]1[CH2:6][CH2:5][CH:4]([NH:7][C:8](=[O:14])[O:9][C:10]([CH3:13])([CH3:12])[CH3:11])[CH2:3][CH2:2]1.Br[CH2:16][C:17]1[CH:22]=[CH:21][C:20]([N+:23]([O-:25])=[O:24])=[CH:19][CH:18]=1.C([O-])([O-])=O.[K+].[K+].O, predict the reaction product. The product is: [N+:23]([C:20]1[CH:21]=[CH:22][C:17]([CH2:16][N:1]2[CH2:2][CH2:3][CH:4]([NH:7][C:8](=[O:14])[O:9][C:10]([CH3:11])([CH3:13])[CH3:12])[CH2:5][CH2:6]2)=[CH:18][CH:19]=1)([O-:25])=[O:24]. (4) Given the reactants Cl.[CH2:2]([O:5][NH2:6])[CH:3]=[CH2:4].N1C=CC=CC=1.[N+:13]([C:16]1[CH:21]=[CH:20][CH:19]=[CH:18][C:17]=1[S:22](Cl)(=[O:24])=[O:23])([O-:15])=[O:14], predict the reaction product. The product is: [CH2:2]([O:5][NH:6][S:22]([C:17]1[CH:18]=[CH:19][CH:20]=[CH:21][C:16]=1[N+:13]([O-:15])=[O:14])(=[O:23])=[O:24])[CH:3]=[CH2:4].